This data is from Forward reaction prediction with 1.9M reactions from USPTO patents (1976-2016). The task is: Predict the product of the given reaction. Given the reactants C[N:2]1[CH2:7][CH2:6][C:5](=O)[CH2:4][CH2:3]1.[CH3:9][C:10]1[CH:15]=[CH:14][C:13]([CH2:16][CH2:17][NH2:18])=[CH:12][CH:11]=1, predict the reaction product. The product is: [CH3:9][C:10]1[CH:15]=[CH:14][C:13]([CH2:16][CH2:17][NH:18][CH:5]2[CH2:4][CH2:3][NH:2][CH2:7][CH2:6]2)=[CH:12][CH:11]=1.